From a dataset of Forward reaction prediction with 1.9M reactions from USPTO patents (1976-2016). Predict the product of the given reaction. (1) Given the reactants Cl[C:2]1[C:3]([O:24][CH3:25])=[N:4][CH:5]=[CH:6][C:7]=1[C:8]1[C:9]([NH:15][CH:16]2[CH2:21][CH2:20][C:19]([CH3:23])([CH3:22])[CH2:18][CH2:17]2)=[N:10][C:11]([NH2:14])=[N:12][CH:13]=1.CC1(C)C2C=CC=C(P(C3C=CC=CC=3)C3C=CC=CC=3)C=2OC2C1=CC=CC=2P(C1C=CC=CC=1)C1C=CC=CC=1.CC(C)([O-])C.[Na+], predict the reaction product. The product is: [CH3:22][C:19]1([CH3:23])[CH2:20][CH2:21][CH:16]([N:15]2[C:9]3[N:10]=[C:11]([NH2:14])[N:12]=[CH:13][C:8]=3[C:7]3[CH:6]=[CH:5][N:4]=[C:3]([O:24][CH3:25])[C:2]2=3)[CH2:17][CH2:18]1. (2) Given the reactants [H-].[Na+].[F:3][C:4]1[CH:5]=[C:6]2[C:10](=[C:11]([C:13]3[CH:18]=[CH:17][C:16]([NH:19][S:20]([CH3:23])(=[O:22])=[O:21])=[CH:15][CH:14]=3)[CH:12]=1)[NH:9][CH:8]=[C:7]2[CH3:24].[Cl:25][C:26]1[CH:33]=[C:32]([Cl:34])[CH:31]=[CH:30][C:27]=1[CH2:28]Cl, predict the reaction product. The product is: [Cl:25][C:26]1[CH:33]=[C:32]([Cl:34])[CH:31]=[CH:30][C:27]=1[CH2:28][N:9]1[C:10]2[C:6](=[CH:5][C:4]([F:3])=[CH:12][C:11]=2[C:13]2[CH:18]=[CH:17][C:16]([NH:19][S:20]([CH3:23])(=[O:21])=[O:22])=[CH:15][CH:14]=2)[C:7]([CH3:24])=[CH:8]1.